This data is from Catalyst prediction with 721,799 reactions and 888 catalyst types from USPTO. The task is: Predict which catalyst facilitates the given reaction. (1) Reactant: [NH2:1][CH2:2][CH2:3][NH:4][C:5]([C:7]1[S:8][C:9]([N:22]2[CH2:27][CH2:26][O:25][CH2:24][CH2:23]2)=[C:10]([C:20]#[N:21])[C:11]=1[C:12]1[CH:17]=[CH:16][C:15]([Cl:18])=[CH:14][C:13]=1[Cl:19])=O.P(Cl)(Cl)(Cl)=O. Product: [Cl:19][C:13]1[CH:14]=[C:15]([Cl:18])[CH:16]=[CH:17][C:12]=1[C:11]1[C:10]([C:20]#[N:21])=[C:9]([N:22]2[CH2:23][CH2:24][O:25][CH2:26][CH2:27]2)[S:8][C:7]=1[C:5]1[NH:4][CH2:3][CH2:2][N:1]=1. The catalyst class is: 11. (2) Reactant: [F:1][C:2]([F:18])([F:17])[C:3](OC1C(F)=C(F)C(F)=C(F)C=1F)=[O:4].[NH2:19][CH:20]1[C:28]2[C:23](=[CH:24][C:25]([CH2:29][C:30]3[CH:31]=[C:32]([CH2:40][OH:41])[CH:33]=[C:34]([C:36]([F:39])([F:38])[F:37])[CH:35]=3)=[CH:26][CH:27]=2)[CH2:22][CH2:21]1.C(N(CC)CC)C.C([O-])(O)=O.[Na+]. Product: [F:1][C:2]([F:18])([F:17])[C:3]([NH:19][CH:20]1[C:28]2[C:23](=[CH:24][C:25]([CH2:29][C:30]3[CH:35]=[C:34]([C:36]([F:37])([F:38])[F:39])[CH:33]=[C:32]([CH2:40][OH:41])[CH:31]=3)=[CH:26][CH:27]=2)[CH2:22][CH2:21]1)=[O:4]. The catalyst class is: 2. (3) Reactant: [NH2:1][C@@H:2]([C:6]([OH:8])=[O:7])[C@H:3]([CH3:5])[OH:4].C([O-])(O)=O.[Na+].[C:14](=O)([O-:34])[O:15][CH:16](C1C=CC=CN=1)C1C=CC(C2C=CSC=2)=CC=1.[S:36]1[CH:40]=[CH:39][C:38]([C:41]2[CH:46]=[CH:45][C:44](C3C=CN(C([O-])=O)C(=O)C=3C)=[CH:43][CH:42]=2)=[CH:37]1. Product: [OH:4][C@@H:3]([CH3:5])[C@@H:2]([N:1]([C:44]1[CH:43]=[CH:42][C:41]([C:38]2[CH:39]=[CH:40][S:36][CH:37]=2)=[CH:46][CH:45]=1)[C:14]([O:15][CH3:16])=[O:34])[C:6]([OH:8])=[O:7]. The catalyst class is: 90.